Dataset: Reaction yield outcomes from USPTO patents with 853,638 reactions. Task: Predict the reaction yield, written as a fraction of the theoretical maximum amount of product (1.0 means a 100% yield; for example, 0.34 means a 34% yield). The reactants are [C:1]([C:3]1[CH:31]=[CH:30][C:6]([C:7]([NH:9][NH:10][C:11](=O)[C@H:12]([NH:16][C:17]2[C:26]3[C:21](=[CH:22][CH:23]=[CH:24][CH:25]=3)[C:20]([C:27]#[N:28])=[CH:19][CH:18]=2)[C@H:13]([OH:15])[CH3:14])=[O:8])=[CH:5][CH:4]=1)#[N:2].C(NP1(N(CC)CC)N(C)CCCN1C)(C)(C)C. The catalyst is C1COCC1. The product is [C:1]([C:3]1[CH:31]=[CH:30][C:6]([C:7]2[O:8][C:11]([C@H:12]([NH:16][C:17]3[C:26]4[C:21](=[CH:22][CH:23]=[CH:24][CH:25]=4)[C:20]([C:27]#[N:28])=[CH:19][CH:18]=3)[C@H:13]([OH:15])[CH3:14])=[N:10][N:9]=2)=[CH:5][CH:4]=1)#[N:2]. The yield is 0.0300.